From a dataset of Full USPTO retrosynthesis dataset with 1.9M reactions from patents (1976-2016). Predict the reactants needed to synthesize the given product. (1) The reactants are: [CH3:1][C:2]1[CH:3]=[C:4]([CH2:31][C:32]([NH2:34])=[O:33])[CH:5]=[CH:6][C:7]=1/[CH:8]=[CH:9]/[S:10]([N:13]1[CH2:30][CH2:29][C:16]2([N:20]=[C:19]([CH:21]3[CH2:26][CH2:25][CH:24]([CH3:27])[CH2:23][CH2:22]3)[NH:18][C:17]2=[O:28])[CH2:15][CH2:14]1)(=[O:12])=[O:11].[H][H]. Given the product [CH3:1][C:2]1[CH:3]=[C:4]([CH2:31][C:32]([NH2:34])=[O:33])[CH:5]=[CH:6][C:7]=1[CH2:8][CH2:9][S:10]([N:13]1[CH2:14][CH2:15][C:16]2([N:20]=[C:19]([CH:21]3[CH2:22][CH2:23][CH:24]([CH3:27])[CH2:25][CH2:26]3)[NH:18][C:17]2=[O:28])[CH2:29][CH2:30]1)(=[O:12])=[O:11], predict the reactants needed to synthesize it. (2) Given the product [F:33][C:29]1[CH:28]=[C:27]2[C:32]([C:24]([C:20]3[CH:19]=[CH:18][C:17]4[C:22](=[CH:23][N:15]([CH2:14][CH:11]5[CH2:12][CH2:13][NH:8][CH2:9][CH2:10]5)[N:16]=4)[CH:21]=3)=[CH:25][NH:26]2)=[CH:31][CH:30]=1, predict the reactants needed to synthesize it. The reactants are: C(OC([N:8]1[CH2:13][CH2:12][CH:11]([CH2:14][N:15]2[CH:23]=[C:22]3[C:17]([CH:18]=[CH:19][C:20]([C:24]4[C:32]5[C:27](=[CH:28][C:29]([F:33])=[CH:30][CH:31]=5)[NH:26][CH:25]=4)=[CH:21]3)=[N:16]2)[CH2:10][CH2:9]1)=O)(C)(C)C. (3) Given the product [N+:31]([C:27]1[CH:26]=[C:25]([C:21]2[CH:20]=[C:19]([CH:24]=[CH:23][CH:22]=2)[NH:18][C:2]2[CH:7]=[C:6]([C:8]([F:11])([F:10])[F:9])[N:5]=[C:4]([C:12]3[CH:13]=[N:14][CH:15]=[CH:16][CH:17]=3)[N:3]=2)[CH:30]=[CH:29][CH:28]=1)([O-:33])=[O:32], predict the reactants needed to synthesize it. The reactants are: Cl[C:2]1[CH:7]=[C:6]([C:8]([F:11])([F:10])[F:9])[N:5]=[C:4]([C:12]2[CH:13]=[N:14][CH:15]=[CH:16][CH:17]=2)[N:3]=1.[NH2:18][C:19]1[CH:20]=[C:21]([C:25]2[CH:30]=[CH:29][CH:28]=[C:27]([N+:31]([O-:33])=[O:32])[CH:26]=2)[CH:22]=[CH:23][CH:24]=1. (4) Given the product [F:1][C:2]([F:33])([F:32])[C:3]1[CH:4]=[C:5]([CH:25]=[C:26]([C:28]([F:31])([F:30])[F:29])[CH:27]=1)[CH2:6][N:7]([CH3:24])[C:8](=[O:23])[C:9]1[C:14]([C:15]2[CH:20]=[CH:19][CH:18]=[CH:17][C:16]=2[CH3:21])=[CH:13][C:12]([I:39])=[N:11][CH:10]=1, predict the reactants needed to synthesize it. The reactants are: [F:1][C:2]([F:33])([F:32])[C:3]1[CH:4]=[C:5]([CH:25]=[C:26]([C:28]([F:31])([F:30])[F:29])[CH:27]=1)[CH2:6][N:7]([CH3:24])[C:8](=[O:23])[C:9]1[C:14]([C:15]2[CH:20]=[CH:19][CH:18]=[CH:17][C:16]=2[CH3:21])=[CH:13][C:12](Cl)=[N:11][CH:10]=1.CC(=O)CC.[IH:39].C(=O)(O)[O-].[Na+].